From a dataset of Catalyst prediction with 721,799 reactions and 888 catalyst types from USPTO. Predict which catalyst facilitates the given reaction. (1) Reactant: [N+:1]([C:4]1[CH:5]=[N:6][CH:7]=[CH:8][C:9]=1[Cl:10])([O-:3])=[O:2].O=P(Cl)(Cl)[Cl:13].C([O-])(O)=O.[Na+]. Product: [N+:1]([C:4]1[CH:5]=[N:6][CH:7]=[C:8]([Cl:13])[C:9]=1[Cl:10])([O-:3])=[O:2]. The catalyst class is: 3. (2) Reactant: [CH3:1][C:2]1[S:6][CH:5]=[N:4][C:3]=1[C:7]([OH:9])=O.O1CCCC1.C(Cl)(=O)C(Cl)=O.[NH2:21][C:22]1[CH:23]=[C:24]([CH:41]=[CH:42][C:43]=1[F:44])[O:25][C:26]1[CH:27]=[CH:28][C:29]2[N:30]([CH:32]=[C:33]([NH:35][C:36]([CH:38]3[CH2:40][CH2:39]3)=[O:37])[N:34]=2)[N:31]=1. Product: [CH:38]1([C:36]([NH:35][C:33]2[N:34]=[C:29]3[CH:28]=[CH:27][C:26]([O:25][C:24]4[CH:41]=[CH:42][C:43]([F:44])=[C:22]([NH:21][C:7]([C:3]5[N:4]=[CH:5][S:6][C:2]=5[CH3:1])=[O:9])[CH:23]=4)=[N:31][N:30]3[CH:32]=2)=[O:37])[CH2:39][CH2:40]1. The catalyst class is: 637. (3) Reactant: [CH3:1][O:2][C:3]1[CH:8]=[CH:7][CH:6]=[CH:5][C:4]=1[S:9]([N:12]([CH3:25])[C:13]1[CH:14]=[CH:15][CH:16]=[C:17]2[C:21]=1[NH:20][C:19]([C:22]([NH2:24])=O)=[CH:18]2)(=[O:11])=[O:10].COC1C=CC(P2(SP(C3C=CC(OC)=CC=3)(=S)S2)=[S:35])=CC=1. Product: [CH3:1][O:2][C:3]1[CH:8]=[CH:7][CH:6]=[CH:5][C:4]=1[S:9]([N:12]([CH3:25])[C:13]1[CH:14]=[CH:15][CH:16]=[C:17]2[C:21]=1[NH:20][C:19]([C:22](=[S:35])[NH2:24])=[CH:18]2)(=[O:11])=[O:10]. The catalyst class is: 7. (4) Reactant: [OH:1][CH2:2][CH2:3][O:4][C:5]1[CH:30]=[CH:29][C:8]([C:9]([NH:11][C:12]2[S:16][C:15]([NH:17][C:18]3[CH:23]=[CH:22][C:21]([O:24][CH3:25])=[CH:20][CH:19]=3)=[N:14][C:13]=2[C:26]([NH2:28])=[O:27])=[O:10])=[CH:7][C:6]=1[N+:31]([O-])=O. The catalyst class is: 358. Product: [NH2:31][C:6]1[CH:7]=[C:8]([CH:29]=[CH:30][C:5]=1[O:4][CH2:3][CH2:2][OH:1])[C:9]([NH:11][C:12]1[S:16][C:15]([NH:17][C:18]2[CH:19]=[CH:20][C:21]([O:24][CH3:25])=[CH:22][CH:23]=2)=[N:14][C:13]=1[C:26]([NH2:28])=[O:27])=[O:10]. (5) Reactant: [F:1][C:2]1[CH:10]=[C:9]2[C:5]([C:6](I)=[CH:7][N:8]2[S:11]([C:14]2[CH:19]=[CH:18][CH:17]=[CH:16][CH:15]=2)(=[O:13])=[O:12])=[CH:4][CH:3]=1.CC1(C)C(C)(C)OB([C:29]2[CH:30]=[N:31][N:32]([C:34]([O:36][C:37]([CH3:40])([CH3:39])[CH3:38])=[O:35])[CH:33]=2)O1.[O-]P([O-])([O-])=O.[K+].[K+].[K+]. Product: [F:1][C:2]1[CH:10]=[C:9]2[C:5]([C:6]([C:29]3[CH:30]=[N:31][N:32]([C:34]([O:36][C:37]([CH3:40])([CH3:39])[CH3:38])=[O:35])[CH:33]=3)=[CH:7][N:8]2[S:11]([C:14]2[CH:19]=[CH:18][CH:17]=[CH:16][CH:15]=2)(=[O:13])=[O:12])=[CH:4][CH:3]=1. The catalyst class is: 117. (6) Reactant: [C:1]([O:5][C:6]([N:8]1[C@H:12]([C:13](O)=[O:14])[CH2:11][S:10][CH:9]1[C:16]1[CH:21]=[CH:20][CH:19]=[CH:18][CH:17]=1)=[O:7])([CH3:4])([CH3:3])[CH3:2].Cl.[S:23]1[CH2:27][CH:26]([C:28]([NH2:30])=[O:29])[NH:25][CH2:24]1.O.ON1C2C=CC=CC=2N=N1.Cl.C(N=C=NCCCN(C)C)C. Product: [C:1]([O:5][C:6]([N:8]1[C@H:12]([C:13]([N:25]2[C@H:26]([C:28]([NH2:30])=[O:29])[CH2:27][S:23][CH2:24]2)=[O:14])[CH2:11][S:10][CH:9]1[C:16]1[CH:21]=[CH:20][CH:19]=[CH:18][CH:17]=1)=[O:7])([CH3:3])([CH3:2])[CH3:4]. The catalyst class is: 851. (7) Reactant: [Cl:1][C:2]1[C:9]([CH3:10])=[C:8]([NH:11][C@@H:12]([C:16]2[O:17][C:18]([C:21]3[CH:26]=[CH:25][CH:24]=[CH:23][CH:22]=3)=[N:19][N:20]=2)[C@@H:13]([OH:15])[CH3:14])[CH:7]=[CH:6][C:3]=1[C:4]#[N:5].[C:27](Cl)(=[O:29])[CH3:28]. Product: [C:27]([O:15][C@@H:13]([CH3:14])[C@@H:12]([NH:11][C:8]1[CH:7]=[CH:6][C:3]([C:4]#[N:5])=[C:2]([Cl:1])[C:9]=1[CH3:10])[C:16]1[O:17][C:18]([C:21]2[CH:26]=[CH:25][CH:24]=[CH:23][CH:22]=2)=[N:19][N:20]=1)(=[O:29])[CH3:28]. The catalyst class is: 298. (8) Reactant: C[O:2][C:3](=[O:33])[CH2:4][C:5]1[CH:14]=[C:13]([CH:15]2[CH2:20][CH2:19][N:18]([S:21]([C:24]3[CH:29]=[C:28]([Cl:30])[CH:27]=[CH:26][C:25]=3[Cl:31])(=[O:23])=[O:22])[CH2:17][CH2:16]2)[C:12]2[C:7](=[CH:8][CH:9]=[C:10]([F:32])[CH:11]=2)[CH:6]=1.O.[OH-].[Li+]. Product: [Cl:31][C:25]1[CH:26]=[CH:27][C:28]([Cl:30])=[CH:29][C:24]=1[S:21]([N:18]1[CH2:19][CH2:20][CH:15]([C:13]2[C:12]3[C:7](=[CH:8][CH:9]=[C:10]([F:32])[CH:11]=3)[CH:6]=[C:5]([CH2:4][C:3]([OH:33])=[O:2])[CH:14]=2)[CH2:16][CH2:17]1)(=[O:23])=[O:22]. The catalyst class is: 20.